From a dataset of Full USPTO retrosynthesis dataset with 1.9M reactions from patents (1976-2016). Predict the reactants needed to synthesize the given product. (1) Given the product [CH3:50][C:49]([S:16][C:13]1[S:12][C:11]([NH:10][C:9]([N:8]([CH2:7][CH2:6][O:5][CH2:4][C:3]2[CH:32]=[CH:33][CH:34]=[CH:35][C:2]=2[CH3:37])[C@H:25]2[CH2:26][CH2:27][C@H:28]([CH3:31])[CH2:29][CH2:30]2)=[O:24])=[N:15][CH:14]=1)([CH3:51])[C:48]([OH:59])=[O:47], predict the reactants needed to synthesize it. The reactants are: Cl[C:2]1[CH:35]=[CH:34][CH:33]=[CH:32][C:3]=1[CH2:4][O:5][CH2:6][CH2:7][N:8]([C@H:25]1[CH2:30][CH2:29][C@H:28]([CH3:31])[CH2:27][CH2:26]1)[C:9](=[O:24])[NH:10][C:11]1[S:12][C:13]([S:16]CC(C)(C)C(O)=O)=[CH:14][N:15]=1.Br[CH2:37]C1C=CC=CC=1C.C([O:47][C:48](=[O:59])[C:49](SC1SC(N)=NC=1)([CH3:51])[CH3:50])C. (2) Given the product [C:4]([OH:7])(=[O:6])[CH3:5].[OH:30][C@@H:24]1[CH2:25][CH2:26][C@H:27]2[C@@H:22]([CH2:21][C@H:20]3[C@H:29]([CH2:28]2)[C@H:16]2[CH2:15][C:14](=[O:32])[CH2:13][C@:17]2([CH3:31])[CH2:18][CH2:19]3)[CH2:23]1, predict the reactants needed to synthesize it. The reactants are: [Sm].II.[C:4]([OH:7])(=[O:6])[CH3:5].C(O)(=O)C.O[C@H:13]1[C@:17]2([CH3:31])[CH2:18][CH2:19][C@@H:20]3[C@@H:29]([C@H:16]2[CH2:15][C:14]1=[O:32])[CH2:28][C@@H:27]1[C@H:22]([CH2:23][C@H:24]([OH:30])[CH2:25][CH2:26]1)[CH2:21]3.C([O-])([O-])=O.[Na+].[Na+]. (3) Given the product [O:3]1[CH2:4][CH2:5][O:1][CH:2]1[C:6]1[S:7][C:8]([CH2:11][O:12][CH2:14][CH2:15][O:16][CH3:17])=[CH:9][N:10]=1, predict the reactants needed to synthesize it. The reactants are: [O:1]1[CH2:5][CH2:4][O:3][CH:2]1[C:6]1[S:7][C:8]([CH2:11][OH:12])=[CH:9][N:10]=1.Br[CH2:14][CH2:15][O:16][CH3:17].O1CCCC1.[H-].[Na+]. (4) Given the product [OH:24]/[CH:23]=[C:4]1/[CH2:5][C@:6]2([C:16]3[CH:17]=[CH:18][CH:19]=[CH:20][CH:21]=3)[C:15]3[N:14]=[CH:13][N:12]=[CH:11][C:10]=3[CH2:9][CH2:8][C@H:7]2[C@H:2]([CH3:1])[C:3]/1=[O:22], predict the reactants needed to synthesize it. The reactants are: [CH3:1][C@H:2]1[C@@H:7]2[CH2:8][CH2:9][C:10]3[CH:11]=[N:12][CH:13]=[N:14][C:15]=3[C@@:6]2([C:16]2[CH:21]=[CH:20][CH:19]=[CH:18][CH:17]=2)[CH2:5][CH2:4][C:3]1=[O:22].[CH:23](OCC)=[O:24].C[O-].[Na+].CO. (5) Given the product [C:4]([O:3][C:1](=[O:2])[NH:8][C@@H:9]([C:13](=[NH:15])[NH:30][CH2:23][C:24]1[CH:29]=[CH:28][CH:27]=[CH:26][CH:25]=1)[CH:10]([CH3:12])[CH3:11])([CH3:7])([CH3:6])[CH3:5], predict the reactants needed to synthesize it. The reactants are: [C:1]([NH:8][C@@H:9]([C:13]([NH2:15])=O)[CH:10]([CH3:12])[CH3:11])([O:3][C:4]([CH3:7])([CH3:6])[CH3:5])=[O:2].F[P-](F)(F)(F)(F)F.[CH2:23]([NH2:30])[C:24]1[CH:29]=[CH:28][CH:27]=[CH:26][CH:25]=1.CCO. (6) Given the product [Cl:1][C:2]1[CH:7]=[CH:6][CH:5]=[C:4]([F:8])[C:3]=1[C:9]1[CH:10]=[C:11]2[C:15](=[CH:16][CH:17]=1)[N:14]([S:19]([C:22]1[CH:28]=[CH:27][C:25]([CH3:26])=[CH:24][CH:23]=1)(=[O:21])=[O:20])[CH:13]=[C:12]2[I:18], predict the reactants needed to synthesize it. The reactants are: [Cl:1][C:2]1[CH:7]=[CH:6][CH:5]=[C:4]([F:8])[C:3]=1[C:9]1[CH:10]=[C:11]2[C:15](=[CH:16][CH:17]=1)[NH:14][CH:13]=[C:12]2[I:18].[S:19](Cl)([C:22]1[CH:28]=[CH:27][C:25]([CH3:26])=[CH:24][CH:23]=1)(=[O:21])=[O:20]. (7) Given the product [C:29]([O:28][C:26]([NH:25][CH2:24][CH2:23][O:22][C:15]1[C:14]([C:33]2[CH:37]=[CH:36][O:35][CH:34]=2)=[CH:13][CH:12]=[C:11]([CH2:10][S:7]([C:1]2[CH:6]=[CH:5][CH:4]=[C:3]([Cl:38])[CH:2]=2)(=[O:9])=[O:8])[C:16]=1[C:17]([O:19][CH3:20])=[O:18])=[O:27])([CH3:32])([CH3:31])[CH3:30], predict the reactants needed to synthesize it. The reactants are: [C:1]1([S:7]([CH2:10][C:11]2[C:16]([C:17]([O:19][CH2:20]C)=[O:18])=[C:15]([O:22][CH2:23][CH2:24][NH:25][C:26]([O:28][C:29]([CH3:32])([CH3:31])[CH3:30])=[O:27])[C:14]([C:33]3[CH:37]=[CH:36][O:35][CH:34]=3)=[CH:13][CH:12]=2)(=[O:9])=[O:8])[CH:6]=[CH:5][CH:4]=[CH:3][CH:2]=1.[Cl:38]C1C=C(S(CC2C(C(OC)=O)=C(O)C(C3C=COC=3)=CC=2)(=O)=O)C=CC=1.C(OC(NCCBr)=O)(C)(C)C.